The task is: Predict the product of the given reaction.. This data is from Forward reaction prediction with 1.9M reactions from USPTO patents (1976-2016). (1) Given the reactants [CH3:1][C:2]1[N:6]=[C:5]([CH3:7])[S:4][C:3]=1/[CH:8]=[CH:9]/[C:10](N(C)C)=O.[CH3:15][N:16]([CH3:27])[C:17]1[CH:22]=[CH:21][C:20]([NH:23][C:24]([NH2:26])=[NH:25])=[CH:19][CH:18]=1.[OH-].[Na+], predict the reaction product. The product is: [CH3:15][N:16]([CH3:27])[C:17]1[CH:18]=[CH:19][C:20]([NH:23][C:24]2[N:26]=[C:8]([C:3]3[S:4][C:5]([CH3:7])=[N:6][C:2]=3[CH3:1])[CH:9]=[CH:10][N:25]=2)=[CH:21][CH:22]=1. (2) Given the reactants [CH3:1][C:2]1([CH3:9])[CH2:7][CH2:6][CH2:5][C:4](=O)[CH2:3]1.[Cl-].[NH4+:11].[OH-].[NH4+].C[Si](C)(C)[C:16]#[N:17], predict the reaction product. The product is: [NH2:11][C:4]1([C:16]#[N:17])[CH2:5][CH2:6][CH2:7][C:2]([CH3:9])([CH3:1])[CH2:3]1. (3) Given the reactants [N:1]1[C:10]2[C:5](=[CH:6][CH:7]=[CH:8][C:9]=2[O:11][C@H:12]([CH3:17])[C:13]([O:15]C)=O)[CH:4]=[CH:3][CH:2]=1.[NH2:18][CH2:19][C@@H:20]([OH:32])[CH2:21][N:22]1[CH2:31][CH2:30][C:29]2[C:24](=[CH:25][CH:26]=[CH:27][CH:28]=2)[CH2:23]1, predict the reaction product. The product is: [CH2:23]1[C:24]2[C:29](=[CH:28][CH:27]=[CH:26][CH:25]=2)[CH2:30][CH2:31][N:22]1[CH2:21][C@@H:20]([OH:32])[CH2:19][NH:18][C:13](=[O:15])[C@H:12]([O:11][C:9]1[CH:8]=[CH:7][CH:6]=[C:5]2[C:10]=1[N:1]=[CH:2][CH:3]=[CH:4]2)[CH3:17]. (4) Given the reactants [C:1]1([CH3:11])[CH:6]=[CH:5][C:4]([S:7](Cl)(=[O:9])=[O:8])=[CH:3][CH:2]=1.[NH2:12][C:13]1[C:14]2[C:21]([I:22])=[CH:20][N:19]([C@@H:23]3[CH2:26][C@H:25]([CH2:27][OH:28])[CH2:24]3)[C:15]=2[N:16]=[CH:17][N:18]=1, predict the reaction product. The product is: [NH2:12][C:13]1[C:14]2[C:21]([I:22])=[CH:20][N:19]([CH:23]3[CH2:24][CH:25]([CH2:27][O:28][S:7]([C:4]4[CH:5]=[CH:6][C:1]([CH3:11])=[CH:2][CH:3]=4)(=[O:9])=[O:8])[CH2:26]3)[C:15]=2[N:16]=[CH:17][N:18]=1. (5) Given the reactants Cl[C:2]1[CH:3]=[C:4]([NH:11][C:12]2[CH:17]=[CH:16][C:15]([O:18][CH3:19])=[C:14]([O:20][CH3:21])[N:13]=2)[C:5]2[N:6]([CH:8]=[CH:9][N:10]=2)[N:7]=1.C[O:23][C:24]([CH:26]1[CH2:30][CH2:29][NH:28][CH2:27]1)=[O:25].C(N(CC)CC)C.C(=O)([O-])[O-].[Cs+].[Cs+], predict the reaction product. The product is: [CH3:19][O:18][C:15]1[CH:16]=[CH:17][C:12]([NH:11][C:4]2[C:5]3[N:6]([CH:8]=[CH:9][N:10]=3)[N:7]=[C:2]([N:28]3[CH2:29][CH2:30][CH:26]([C:24]([OH:25])=[O:23])[CH2:27]3)[CH:3]=2)=[N:13][C:14]=1[O:20][CH3:21]. (6) Given the reactants C1CCC=CC=1.O.[C:8]([O:12][C:13]([N:15]1[CH2:20][CH2:19][N:18]([CH2:21][CH:22]2[CH2:27][CH2:26][CH2:25][CH2:24][N:23]2C(OCC2C=CC=CC=2)=O)[CH2:17][CH2:16]1)=[O:14])([CH3:11])([CH3:10])[CH3:9], predict the reaction product. The product is: [C:8]([O:12][C:13]([N:15]1[CH2:16][CH2:17][N:18]([CH2:21][CH:22]2[CH2:27][CH2:26][CH2:25][CH2:24][NH:23]2)[CH2:19][CH2:20]1)=[O:14])([CH3:11])([CH3:9])[CH3:10]. (7) Given the reactants [C:1]([C:3]1[CH:8]=[CH:7][C:6]([CH2:9][CH2:10][N:11]2[CH2:16][CH2:15][N:14](C(OC(C)(C)C)=O)[CH2:13][CH:12]2[C:24]([F:27])([F:26])[F:25])=[CH:5][C:4]=1[O:28][CH3:29])#[N:2].FC(F)(F)C(O)=O, predict the reaction product. The product is: [CH3:29][O:28][C:4]1[CH:5]=[C:6]([CH2:9][CH2:10][N:11]2[CH2:16][CH2:15][NH:14][CH2:13][CH:12]2[C:24]([F:26])([F:27])[F:25])[CH:7]=[CH:8][C:3]=1[C:1]#[N:2]. (8) Given the reactants [NH3:1].[Cl:2][C:3]1[CH:8]=[CH:7][C:6]([CH:9]([NH:15][C:16](=[O:22])[O:17][C:18]([CH3:21])([CH3:20])[CH3:19])[CH2:10][S:11](Cl)(=[O:13])=[O:12])=[CH:5][CH:4]=1, predict the reaction product. The product is: [Cl:2][C:3]1[CH:8]=[CH:7][C:6]([CH:9]([NH:15][C:16](=[O:22])[O:17][C:18]([CH3:21])([CH3:20])[CH3:19])[CH2:10][S:11](=[O:13])(=[O:12])[NH2:1])=[CH:5][CH:4]=1. (9) The product is: [CH:1]12[CH2:29][CH2:28][CH:4]([N:5]([C:7]3[N:12]=[C:11]([C:13]4[CH:14]=[CH:15][C:16]([NH:17][C:45]([NH:44][CH3:47])=[O:46])=[CH:18][CH:19]=4)[N:10]=[C:9]4[N:20]([CH2:23][C:24]([F:26])([F:27])[F:25])[N:21]=[CH:22][C:8]=34)[CH2:6]1)[CH2:3][O:2]2. Given the reactants [CH:1]12[CH2:29][CH2:28][CH:4]([N:5]([C:7]3[N:12]=[C:11]([C:13]4[CH:19]=[CH:18][C:16]([NH2:17])=[CH:15][CH:14]=4)[N:10]=[C:9]4[N:20]([CH2:23][C:24]([F:27])([F:26])[F:25])[N:21]=[CH:22][C:8]=34)[CH2:6]1)[CH2:3][O:2]2.ClC(Cl)(OC(=O)OC(Cl)(Cl)Cl)Cl.CN.[N:44]([C:47]1C=CC(C2N=C3N(CC(F)(F)F)N=CC3=C(N3CC4CCC3CO4)N=2)=CC=1)=[C:45]=[O:46], predict the reaction product.